This data is from Full USPTO retrosynthesis dataset with 1.9M reactions from patents (1976-2016). The task is: Predict the reactants needed to synthesize the given product. (1) Given the product [C:6]([CH2:8][O:9][C:10]([N:12]1[C:21]2[C:16](=[CH:17][C:18]([C:22]([F:25])([F:24])[F:23])=[CH:19][CH:20]=2)[C@@H:15]([N:26]([CH2:39][C:40]2[CH:45]=[C:44]([C:46]([F:47])([F:48])[F:49])[CH:43]=[C:42]([C:50]#[N:51])[CH:41]=2)[C:27]2[N:32]=[CH:31][C:30]([N:33]3[CH2:38][CH2:37][O:36][CH2:35][CH2:34]3)=[CH:29][N:28]=2)[CH2:14][C@H:13]1[CH2:52][CH3:53])=[O:11])([OH:7])=[O:5], predict the reactants needed to synthesize it. The reactants are: C([O:5][C:6]([CH2:8][O:9][C:10]([N:12]1[C:21]2[C:16](=[CH:17][C:18]([C:22]([F:25])([F:24])[F:23])=[CH:19][CH:20]=2)[C@@H:15]([N:26]([CH2:39][C:40]2[CH:45]=[C:44]([C:46]([F:49])([F:48])[F:47])[CH:43]=[C:42]([C:50]#[N:51])[CH:41]=2)[C:27]2[N:32]=[CH:31][C:30]([N:33]3[CH2:38][CH2:37][O:36][CH2:35][CH2:34]3)=[CH:29][N:28]=2)[CH2:14][C@H:13]1[CH2:52][CH3:53])=[O:11])=[O:7])(C)(C)C.C(=O)([O-])O.[Na+].C(OCC)(=O)C. (2) Given the product [F:8][C:6]1[CH:5]=[CH:4][C:3]([C:9]2[N:14]=[CH:13][N:12]=[C:11]([NH:15][C:16]3[CH:21]=[CH:20][CH:19]=[C:18]([CH2:22][S:23]([CH3:26])(=[O:25])=[O:24])[CH:17]=3)[N:10]=2)=[C:2]([O:33][CH2:32][C:31]2[CH:34]=[CH:35][CH:36]=[C:29]([C:28]([F:27])([F:37])[F:38])[CH:30]=2)[CH:7]=1, predict the reactants needed to synthesize it. The reactants are: F[C:2]1[CH:7]=[C:6]([F:8])[CH:5]=[CH:4][C:3]=1[C:9]1[N:14]=[CH:13][N:12]=[C:11]([NH:15][C:16]2[CH:21]=[CH:20][CH:19]=[C:18]([CH2:22][S:23]([CH3:26])(=[O:25])=[O:24])[CH:17]=2)[N:10]=1.[F:27][C:28]([F:38])([F:37])[C:29]1[CH:30]=[C:31]([CH:34]=[CH:35][CH:36]=1)[CH2:32][OH:33].